From a dataset of Peptide-MHC class I binding affinity with 185,985 pairs from IEDB/IMGT. Regression. Given a peptide amino acid sequence and an MHC pseudo amino acid sequence, predict their binding affinity value. This is MHC class I binding data. (1) The peptide sequence is TFFKENTEI. The MHC is H-2-Kd with pseudo-sequence H-2-Kd. The binding affinity (normalized) is 0.428. (2) The peptide sequence is PTKCGENLY. The MHC is HLA-A03:01 with pseudo-sequence HLA-A03:01. The binding affinity (normalized) is 0.0847. (3) The peptide sequence is LVRGNSPVF. The MHC is HLA-A01:01 with pseudo-sequence HLA-A01:01. The binding affinity (normalized) is 0.0847. (4) The peptide sequence is AEMKTDAATLA. The MHC is HLA-B15:01 with pseudo-sequence HLA-B15:01. The binding affinity (normalized) is 0.366. (5) The peptide sequence is WDLQHPQPA. The MHC is Mamu-B01 with pseudo-sequence Mamu-B01. The binding affinity (normalized) is 0. (6) The peptide sequence is AVLTHVKIN. The MHC is H-2-Dd with pseudo-sequence H-2-Dd. The binding affinity (normalized) is 0. (7) The peptide sequence is ISPLPSPKKL. The MHC is Mamu-A01 with pseudo-sequence Mamu-A01. The binding affinity (normalized) is 1.00.